From a dataset of Forward reaction prediction with 1.9M reactions from USPTO patents (1976-2016). Predict the product of the given reaction. The product is: [CH2:1]([O:3][C:4](=[O:31])[CH2:5][O:6][C:7]1[CH:12]=[CH:11][C:10]([S:13][C:14]2[CH:19]=[C:18]([O:20][CH2:45][C:42]3[CH:41]=[CH:40][C:39]([CH2:38][N:32]4[CH2:37][CH2:36][O:35][CH2:34][CH2:33]4)=[CH:44][CH:43]=3)[CH:17]=[C:16]([C:21]#[C:22][C:23]3[CH:24]=[CH:25][C:26]([Cl:29])=[CH:27][CH:28]=3)[CH:15]=2)=[CH:9][C:8]=1[Cl:30])[CH3:2]. Given the reactants [CH2:1]([O:3][C:4](=[O:31])[CH2:5][O:6][C:7]1[CH:12]=[CH:11][C:10]([S:13][C:14]2[CH:19]=[C:18]([OH:20])[CH:17]=[C:16]([C:21]#[C:22][C:23]3[CH:28]=[CH:27][C:26]([Cl:29])=[CH:25][CH:24]=3)[CH:15]=2)=[CH:9][C:8]=1[Cl:30])[CH3:2].[N:32]1([CH2:38][C:39]2[CH:44]=[CH:43][C:42]([CH2:45]O)=[CH:41][CH:40]=2)[CH2:37][CH2:36][O:35][CH2:34][CH2:33]1.C(P(CCCC)CCCC)CCC.N(C(N1CCCCC1)=O)=NC(N1CCCCC1)=O, predict the reaction product.